Task: Predict the reactants needed to synthesize the given product.. Dataset: Full USPTO retrosynthesis dataset with 1.9M reactions from patents (1976-2016) The reactants are: C(O[CH:4](OCC)[CH2:5][O:6][C:7]1[CH:12]=[C:11]([Br:13])[CH:10]=[CH:9][C:8]=1[O:14][CH3:15])C.[OH-].[Na+]. Given the product [Br:13][C:11]1[C:12]2[CH:4]=[CH:5][O:6][C:7]=2[C:8]([O:14][CH3:15])=[CH:9][CH:10]=1, predict the reactants needed to synthesize it.